Task: Regression. Given two drug SMILES strings and cell line genomic features, predict the synergy score measuring deviation from expected non-interaction effect.. Dataset: NCI-60 drug combinations with 297,098 pairs across 59 cell lines (1) Drug 1: CC1=C(C=C(C=C1)C(=O)NC2=CC(=CC(=C2)C(F)(F)F)N3C=C(N=C3)C)NC4=NC=CC(=N4)C5=CN=CC=C5. Drug 2: CNC(=O)C1=NC=CC(=C1)OC2=CC=C(C=C2)NC(=O)NC3=CC(=C(C=C3)Cl)C(F)(F)F. Cell line: MALME-3M. Synergy scores: CSS=-3.08, Synergy_ZIP=0.263, Synergy_Bliss=-2.15, Synergy_Loewe=-4.80, Synergy_HSA=-3.81. (2) Drug 1: CN(CCCl)CCCl.Cl. Drug 2: C(CCl)NC(=O)N(CCCl)N=O. Cell line: NCI-H460. Synergy scores: CSS=63.1, Synergy_ZIP=6.12, Synergy_Bliss=5.33, Synergy_Loewe=-12.1, Synergy_HSA=5.77. (3) Drug 1: CN(CC1=CN=C2C(=N1)C(=NC(=N2)N)N)C3=CC=C(C=C3)C(=O)NC(CCC(=O)O)C(=O)O. Drug 2: CC1=C(C(=O)C2=C(C1=O)N3CC4C(C3(C2COC(=O)N)OC)N4)N. Cell line: CAKI-1. Synergy scores: CSS=27.2, Synergy_ZIP=-0.238, Synergy_Bliss=-1.56, Synergy_Loewe=-18.9, Synergy_HSA=-13.6. (4) Drug 1: C1CCN(CC1)CCOC2=CC=C(C=C2)C(=O)C3=C(SC4=C3C=CC(=C4)O)C5=CC=C(C=C5)O. Drug 2: CCCS(=O)(=O)NC1=C(C(=C(C=C1)F)C(=O)C2=CNC3=C2C=C(C=N3)C4=CC=C(C=C4)Cl)F. Cell line: LOX IMVI. Synergy scores: CSS=34.8, Synergy_ZIP=-2.51, Synergy_Bliss=-1.05, Synergy_Loewe=-3.15, Synergy_HSA=1.40. (5) Synergy scores: CSS=52.7, Synergy_ZIP=-0.967, Synergy_Bliss=-0.961, Synergy_Loewe=-9.09, Synergy_HSA=0.669. Cell line: ACHN. Drug 2: C1=CC(=CC=C1CC(C(=O)O)N)N(CCCl)CCCl.Cl. Drug 1: C1CN1C2=NC(=NC(=N2)N3CC3)N4CC4.